This data is from Catalyst prediction with 721,799 reactions and 888 catalyst types from USPTO. The task is: Predict which catalyst facilitates the given reaction. Reactant: [CH:1]1[C:13]2[NH:12][C:11]3[C:6](=[CH:7][CH:8]=[CH:9][CH:10]=3)[C:5]=2[CH:4]=[CH:3][CH:2]=1.[Br:14]N1C(=O)CCC1=O. Product: [Br:14][C:3]1[CH:2]=[CH:1][C:13]2[NH:12][C:11]3[C:6]([C:5]=2[CH:4]=1)=[CH:7][CH:8]=[CH:9][CH:10]=3. The catalyst class is: 4.